This data is from Reaction yield outcomes from USPTO patents with 853,638 reactions. The task is: Predict the reaction yield, written as a fraction of the theoretical maximum amount of product (1.0 means a 100% yield; for example, 0.34 means a 34% yield). (1) The reactants are [NH2:1][CH2:2][CH2:3][CH2:4][OH:5].Cl[C:7]([O:9][CH2:10][C:11]1[CH:16]=[CH:15][CH:14]=[CH:13][CH:12]=1)=[O:8]. The catalyst is C(Cl)Cl. The product is [CH2:10]([O:9][C:7]([NH:1][CH2:2][CH2:3][CH2:4][OH:5])=[O:8])[C:11]1[CH:16]=[CH:15][CH:14]=[CH:13][CH:12]=1. The yield is 0.970. (2) The reactants are [CH3:1]C(C)([O-])C.[K+].[NH:7]1[C:15]2[C:10](=[CH:11][CH:12]=[CH:13][CH:14]=2)[CH:9]=[CH:8]1.C(OC)(=O)C(OC)=O. The catalyst is CN(C=O)C. The product is [CH3:1][N:7]1[C:15]2[C:10](=[CH:11][CH:12]=[CH:13][CH:14]=2)[CH:9]=[CH:8]1. The yield is 0.440. (3) The reactants are [N+:1]([C:4]1[CH:9]=[CH:8][CH:7]=[C:6]([O:10][CH3:11])[C:5]=1[OH:12])([O-])=O.[CH2:13](OC(OCC)OCC)C. The catalyst is [Pd].C(O)C.C1(C)C=CC(S(O)(=O)=O)=CC=1. The product is [CH3:11][O:10][C:6]1[C:5]2[O:12][CH:13]=[N:1][C:4]=2[CH:9]=[CH:8][CH:7]=1. The yield is 0.850. (4) The reactants are Cl[C:2]1[N:7]=[CH:6][N:5]=[C:4]([NH:8][C:9]2[CH:14]=[CH:13][CH:12]=[C:11]([NH2:15])[N:10]=2)[CH:3]=1.[CH3:16][C:17]1[CH:18]=[C:19]([OH:23])[CH:20]=[CH:21][CH:22]=1.C([O-])([O-])=O.[K+].[K+]. The catalyst is CN(C=O)C.CCOC(C)=O. The product is [CH3:16][C:17]1[CH:18]=[C:19]([CH:20]=[CH:21][CH:22]=1)[O:23][C:2]1[N:7]=[CH:6][N:5]=[C:4]([NH:8][C:9]2[CH:14]=[CH:13][CH:12]=[C:11]([NH2:15])[N:10]=2)[CH:3]=1. The yield is 0.750.